This data is from Forward reaction prediction with 1.9M reactions from USPTO patents (1976-2016). The task is: Predict the product of the given reaction. (1) Given the reactants CS(O[CH2:6][CH2:7][CH2:8][C@H:9]1[O:38][C@H:37]([CH2:39][O:40][CH2:41][C:42]2[CH:47]=[CH:46][CH:45]=[CH:44][CH:43]=2)[C@@H:28]([O:29][CH2:30][C:31]2[CH:36]=[CH:35][CH:34]=[CH:33][CH:32]=2)[C@H:19]([O:20][CH2:21][C:22]2[CH:27]=[CH:26][CH:25]=[CH:24][CH:23]=2)[C@H:10]1[O:11][CH2:12][C:13]1[CH:18]=[CH:17][CH:16]=[CH:15][CH:14]=1)(=O)=O.[N-:48]=[N+:49]=[N-:50].C([N+](CCCC)(CCCC)CCCC)CCC, predict the reaction product. The product is: [CH2:12]([O:11][C@@H:10]1[C@@H:19]([O:20][CH2:21][C:22]2[CH:27]=[CH:26][CH:25]=[CH:24][CH:23]=2)[C@H:28]([O:29][CH2:30][C:31]2[CH:32]=[CH:33][CH:34]=[CH:35][CH:36]=2)[C@@H:37]([CH2:39][O:40][CH2:41][C:42]2[CH:43]=[CH:44][CH:45]=[CH:46][CH:47]=2)[O:38][C@@H:9]1[CH2:8][CH2:7][CH2:6][N:48]=[N+:49]=[N-:50])[C:13]1[CH:14]=[CH:15][CH:16]=[CH:17][CH:18]=1. (2) Given the reactants [CH2:1]([O:8][C:9]([NH:11][C:12]1[C:13]([C:28]([OH:30])=O)=[N:14][C:15]2[C:20]([CH:21]=1)=[CH:19][CH:18]=[C:17]([N:22]1[CH2:27][CH2:26][O:25][CH2:24][CH2:23]1)[CH:16]=2)=[O:10])[C:2]1[CH:7]=[CH:6][CH:5]=[CH:4][CH:3]=1.[NH2:31][C:32]1[CH:33]=[N:34][CH:35]=[CH:36][C:37]=1[N:38]1[CH2:43][C@H:42]([CH3:44])[C@@H:41]([O:45][Si:46]([C:49]([CH3:52])([CH3:51])[CH3:50])([CH3:48])[CH3:47])[C@H:40]([NH:53][C:54](=[O:60])[O:55][C:56]([CH3:59])([CH3:58])[CH3:57])[CH2:39]1.CN(C(ON1N=NC2C=CC=NC1=2)=[N+](C)C)C.F[P-](F)(F)(F)(F)F.CCN(C(C)C)C(C)C, predict the reaction product. The product is: [C:56]([O:55][C:54]([NH:53][C@H:40]1[C@H:41]([O:45][Si:46]([C:49]([CH3:52])([CH3:51])[CH3:50])([CH3:48])[CH3:47])[C@@H:42]([CH3:44])[CH2:43][N:38]([C:37]2[CH:36]=[CH:35][N:34]=[CH:33][C:32]=2[NH:31][C:28]([C:13]2[C:12]([NH:11][C:9](=[O:10])[O:8][CH2:1][C:2]3[CH:3]=[CH:4][CH:5]=[CH:6][CH:7]=3)=[CH:21][C:20]3[C:15](=[CH:16][C:17]([N:22]4[CH2:23][CH2:24][O:25][CH2:26][CH2:27]4)=[CH:18][CH:19]=3)[N:14]=2)=[O:30])[CH2:39]1)=[O:60])([CH3:57])([CH3:58])[CH3:59]. (3) Given the reactants C[O:2][C:3](=[O:35])[CH2:4][C:5]1[C:6]2[CH:13]=[C:12]([CH3:14])[C:11]([O:15][CH2:16][C:17]3[CH:22]=[CH:21][CH:20]=[CH:19][C:18]=3[O:23][CH2:24][C:25]3[CH:30]=[CH:29][C:28]([C:31]([F:34])([F:33])[F:32])=[CH:27][CH:26]=3)=[CH:10][C:7]=2[S:8][CH:9]=1.FC(F)(F)C1C=CC(COC2C=CC=CC=2CO)=CC=1, predict the reaction product. The product is: [CH3:14][C:12]1[C:11]([O:15][CH2:16][C:17]2[CH:22]=[CH:21][CH:20]=[CH:19][C:18]=2[O:23][CH2:24][C:25]2[CH:26]=[CH:27][C:28]([C:31]([F:34])([F:32])[F:33])=[CH:29][CH:30]=2)=[CH:10][C:7]2[S:8][CH:9]=[C:5]([CH2:4][C:3]([OH:35])=[O:2])[C:6]=2[CH:13]=1. (4) Given the reactants O.[SH-].[Na+:3].C([S:11]([C:14]1[N:19]=[C:18]([N:20]([CH2:28][O:29][CH2:30][CH2:31][Si:32]([CH3:35])([CH3:34])[CH3:33])[S:21]([N:24]2[CH2:27][CH2:26][CH2:25]2)(=[O:23])=[O:22])[CH:17]=[C:16]([NH:36][C@H:37]([CH3:40])[CH2:38][OH:39])[N:15]=1)(=O)=O)C1C=CC=CC=1, predict the reaction product. The product is: [N:24]1([S:21]([N:20]([CH2:28][O:29][CH2:30][CH2:31][Si:32]([CH3:33])([CH3:35])[CH3:34])[C:18]2[CH:17]=[C:16]([NH:36][C@H:37]([CH3:40])[CH2:38][OH:39])[N:15]=[C:14]([S-:11])[N:19]=2)(=[O:22])=[O:23])[CH2:27][CH2:26][CH2:25]1.[Na+:3]. (5) Given the reactants C(O)(=O)C(C)O.C([O:9][C:10](=[O:20])[C@H:11]([CH2:13][C:14]1[CH:19]=[CH:18][CH:17]=[CH:16][CH:15]=1)[NH2:12])C, predict the reaction product. The product is: [NH2:12][C@H:11]([C:10]([OH:20])=[O:9])[CH2:13][C:14]1[CH:19]=[CH:18][CH:17]=[CH:16][CH:15]=1. (6) Given the reactants [N:1]1[CH:6]=[CH:5][CH:4]=[CH:3][CH:2]=1.[F:7][C:8]([F:14])([F:13])[S:9]([OH:12])(=[O:11])=[O:10], predict the reaction product. The product is: [O-:12][S:9]([C:8]([F:14])([F:13])[F:7])(=[O:11])=[O:10].[NH+:1]1[CH:6]=[CH:5][CH:4]=[CH:3][CH:2]=1.